Task: Predict the reaction yield, written as a fraction of the theoretical maximum amount of product (1.0 means a 100% yield; for example, 0.34 means a 34% yield).. Dataset: Reaction yield outcomes from USPTO patents with 853,638 reactions The reactants are [CH:1]([C:3]1[N:4]([C:8]2[CH:15]=[CH:14][C:11]([C:12]#[N:13])=[CH:10][C:9]=2[CH3:16])[CH:5]=[CH:6][CH:7]=1)=O.[C:17]([O:23][CH2:24][CH3:25])(=[O:22])[CH2:18]C([O-])=O.[K+].CC(O)=O.N1CCCCC1. The catalyst is CN(C1C=CN=CC=1)C.CN(C=O)C.O. The product is [C:12]([C:11]1[CH:14]=[CH:15][C:8]([N:4]2[CH:5]=[CH:6][CH:7]=[C:3]2[CH:1]=[CH:18][C:17]([O:23][CH2:24][CH3:25])=[O:22])=[C:9]([CH3:16])[CH:10]=1)#[N:13]. The yield is 0.670.